From a dataset of M1 muscarinic receptor agonist screen with 61,833 compounds. Binary Classification. Given a drug SMILES string, predict its activity (active/inactive) in a high-throughput screening assay against a specified biological target. The drug is s1c(c(nc1C)C1CCN(CC1)C(OCC)=O)C(OCC)=O. The result is 0 (inactive).